From a dataset of Catalyst prediction with 721,799 reactions and 888 catalyst types from USPTO. Predict which catalyst facilitates the given reaction. (1) Reactant: [Cl:1][C:2]1[CH:7]=[C:6]([NH:8][CH3:9])[CH:5]=[CH:4][C:3]=1[N:10]1[C:14]2[C:15]3[S:19][C:18]([NH:20][C:21](=[O:23])[CH3:22])=[N:17][C:16]=3[CH2:24][CH2:25][C:13]=2[C:12]([CH:26]2[CH2:28][CH2:27]2)=[N:11]1.[CH2:29]([N:32]1[CH2:37][CH2:36][CH:35]([C:38](Cl)=[O:39])[CH2:34][CH2:33]1)[CH2:30][CH3:31]. Product: [C:21]([NH:20][C:18]1[S:19][C:15]2[C:14]3[N:10]([C:3]4[CH:4]=[CH:5][C:6]([N:8]([CH3:9])[C:38]([CH:35]5[CH2:36][CH2:37][N:32]([CH2:29][CH2:30][CH3:31])[CH2:33][CH2:34]5)=[O:39])=[CH:7][C:2]=4[Cl:1])[N:11]=[C:12]([CH:26]4[CH2:28][CH2:27]4)[C:13]=3[CH2:25][CH2:24][C:16]=2[N:17]=1)(=[O:23])[CH3:22]. The catalyst class is: 17. (2) Reactant: [Cl:1][C:2]1[C:10]2[N:9]=[C:8]3[N:11]([C:16]4[CH:21]=[CH:20][C:19]([S:22][CH3:23])=[CH:18][C:17]=4[CH3:24])[CH2:12][CH2:13][CH2:14][CH2:15][N:7]3[C:6]=2[C:5]([CH:25]([CH2:28][CH3:29])[CH2:26][CH3:27])=[CH:4][CH:3]=1.ClC1C=CC=C(C(OO)=[O:38])C=1.C(=O)([O-])O.[Na+]. Product: [Cl:1][C:2]1[C:10]2[N:9]=[C:8]3[N:11]([C:16]4[CH:21]=[CH:20][C:19]([S:22]([CH3:23])=[O:38])=[CH:18][C:17]=4[CH3:24])[CH2:12][CH2:13][CH2:14][CH2:15][N:7]3[C:6]=2[C:5]([CH:25]([CH2:28][CH3:29])[CH2:26][CH3:27])=[CH:4][CH:3]=1. The catalyst class is: 4.